This data is from Catalyst prediction with 721,799 reactions and 888 catalyst types from USPTO. The task is: Predict which catalyst facilitates the given reaction. (1) Reactant: F[C:2]1[CH:7]=[CH:6][C:5]([N+:8]([O-:10])=[O:9])=[CH:4][C:3]=1[CH3:11].[O:12]1[CH2:15][CH:14]([N:16]2[CH2:21][CH2:20][NH:19][CH2:18][CH2:17]2)[CH2:13]1.C(=O)([O-])[O-].[K+].[K+]. Product: [CH3:11][C:3]1[CH:4]=[C:5]([N+:8]([O-:10])=[O:9])[CH:6]=[CH:7][C:2]=1[N:19]1[CH2:20][CH2:21][N:16]([CH:14]2[CH2:15][O:12][CH2:13]2)[CH2:17][CH2:18]1. The catalyst class is: 9. (2) Reactant: O1CCC[CH2:2]1.[C:6]([C:9]1[C:17]2[C:16](=[O:18])[NH:15][N:14]=[CH:13][C:12]=2[N:11]([CH2:19][O:20][CH2:21][C:22]2[CH:27]=[CH:26][CH:25]=[CH:24][CH:23]=2)[CH:10]=1)(=[O:8])[CH3:7].C[Mg]Br.[Cl-].[NH4+]. Product: [CH2:21]([O:20][CH2:19][N:11]1[C:12]2[CH:13]=[N:14][NH:15][C:16](=[O:18])[C:17]=2[C:9]([C:6]([OH:8])([CH3:2])[CH3:7])=[CH:10]1)[C:22]1[CH:27]=[CH:26][CH:25]=[CH:24][CH:23]=1. The catalyst class is: 27. (3) Reactant: [N:1]12[CH2:8][CH2:7][N:4]([CH2:5][CH2:6]1)[CH2:3][CH2:2]2.[F:9][C:10]([F:17])([F:16])[S:11]([O:14]C)(=[O:13])=[O:12]. Product: [F:9][C:10]([F:17])([F:16])[S:11]([O-:14])(=[O:13])=[O:12].[CH3:10][N+:1]12[CH2:8][CH2:7][N:4]([CH2:5][CH2:6]1)[CH2:3][CH2:2]2. The catalyst class is: 28. (4) Reactant: [Br:1][C:2]1[CH:3]=[C:4](B2OC(C)(C)C(C)(C)O2)[CH:5]=[C:6]([O:8][CH3:9])[CH:7]=1.I[C:20]1[C:28]2[C:23](=[N:24][CH:25]=[N:26][C:27]=2[NH2:29])[N:22]([CH:30]([CH3:32])[CH3:31])[N:21]=1.C([O-])([O-])=O.[Na+].[Na+]. Product: [Br:1][C:2]1[CH:3]=[C:4]([C:20]2[C:28]3[C:23](=[N:24][CH:25]=[N:26][C:27]=3[NH2:29])[N:22]([CH:30]([CH3:32])[CH3:31])[N:21]=2)[CH:5]=[C:6]([O:8][CH3:9])[CH:7]=1. The catalyst class is: 414. (5) Reactant: [Cl:1][C:2]1[N:7]=[C:6]([C:8]2[CH:13]=[CH:12][CH:11]=[C:10]([O:14][CH2:15][O:16][CH3:17])[CH:9]=2)[N:5]=[C:4]([C:18]2[C:19]([CH3:24])=[N:20][O:21][C:22]=2[CH3:23])[C:3]=1[CH3:25].C1C(=O)N([Cl:33])C(=O)C1.CCOC(C)=O. Product: [Cl:1][C:2]1[N:7]=[C:6]([C:8]2[CH:9]=[C:10]([O:14][CH2:15][O:16][CH3:17])[CH:11]=[CH:12][C:13]=2[Cl:33])[N:5]=[C:4]([C:18]2[C:19]([CH3:24])=[N:20][O:21][C:22]=2[CH3:23])[C:3]=1[CH3:25]. The catalyst class is: 3.